This data is from Experimentally validated miRNA-target interactions with 360,000+ pairs, plus equal number of negative samples. The task is: Binary Classification. Given a miRNA mature sequence and a target amino acid sequence, predict their likelihood of interaction. (1) The miRNA is hsa-miR-1236-5p with sequence UGAGUGACAGGGGAAAUGGGGA. The protein sequence of the target gene is MLGSGFKAERLRVNLRLVINRLKLLEKKKTELAQKARKEIADYLAAGKDERARIRVEHIIREDYLVEAMEILELYCDLLLARFGLIQSMKELDSGLAESVSTLIWAAPRLQSEVAELKIVADQLCAKYSKEYGKLCRTNQIGTVNDRLMHKLSVEAPPKILVERYLIEIAKNYNVPYEPDSVVMAEAPPGVETDLIDVGFTDDVKKGGPGRGGSGGFTAPVGGPDGTVPMPMPMPMPSANTPFSYPLPKGPSDFNGLPMGTYQAFPNIHPPQIPATPPSYESVDDINADKNISSAQIVGP.... Result: 1 (interaction). (2) The miRNA is mmu-miR-28c with sequence AGGAGCUCACAGUCUAUUGA. The protein sequence of the target gene is MDRRNDYGYRVPLFQGPLPPPGSLGLPFPPDIQTETTEEDSVLLMHTLLAATKDSLAMDPPVVNRPKKSKTKKAPIKTITKAAPAAPPVPAANEIATNKPKITWQALNLPVITQISQALPTTEVTNTQASSVTAQPKKANKMKRVTAKAAQGSQSPTGHEGGTIQLKSPLQVLKLPVISQNIHAPIANESASSQALITSIKPKKASKAKKAANKAIASATEVSLAATATHTATTQGQITNETASIHTTAASIRTKKASKARKTIAKVINTDTEHIEALNVTDAATRQIEASVVAIRPKKS.... Result: 0 (no interaction). (3) The miRNA is hsa-miR-490-5p with sequence CCAUGGAUCUCCAGGUGGGU. The protein sequence of the target gene is MMCEVMPTINEDTPMSQRGSQSSGSDSDSHFEQLMVNMLDERDRLLDTLRETQESLSLAQQRLQDVIYDRDSLQRQLNSALPQDIESLTGGLTGSKGADPPEFAALTKELNACREQLLEKEEEISELKAERNNTRLLLEHLECLVSRHERSLRMTVVKRQAQSPSGVSSEVEVLKALKSLFEHHKALDEKVRERLRVSLERVSALEEELAAANQEIVALREQNVHIQRKMVSSEGSTESEHLEGMEAGQKVHEKRLSNGSIDSTDDTSQIVELQELLEKQNYEMAQMKERLTALSSRVGE.... Result: 0 (no interaction). (4) The miRNA is hsa-miR-3689b-3p with sequence CUGGGAGGUGUGAUAUUGUGGU. Result: 1 (interaction). The protein sequence of the target gene is MLSLKLPRLFSIDQIPQVFHEQGILFGYRHPQSSATACILSLFQMTNETLNIWTHLLPFWFFAWRFVTALYMTDIKNDSYSWPMLVYMCTSCVYPLVSSCAHTFSSMSKNARHICYFLDYGAVNLFSLGSAIAYSAYTFPDALMCTTFHDYYVALAVLNTILSTGLSCYSRFLEIQKPRLCKVIRVLAFAYPYTWDSLPIFYRLFLFPGESAQNEATSYHQKHMIMTLLASFLYSAHLPERLAPGRFDYIGHSHQLFHVCVILATHMQMEAILLDKTLRKEWLLATSKPFSFSQIAGAIL.... (5) The protein sequence of the target gene is MVDILGERHLVTCKGATVEAEAALQNKVVALYFAAARCAPSRDFTPLLCDFYTALVAEARRPAPFEVVFVSADGSSQEMLDFMRELHGAWLALPFHDPYRHELRKRYNVTAIPKLVIVKQNGEVITNKGRKQIRERGLACFQDWVEAADIFQNFSV. The miRNA is hsa-miR-6873-5p with sequence CAGAGGGAAUACAGAGGGCAAU. Result: 0 (no interaction).